From a dataset of Catalyst prediction with 721,799 reactions and 888 catalyst types from USPTO. Predict which catalyst facilitates the given reaction. (1) Product: [CH:23]1([N:27]2[CH2:28][CH2:29][N:30]([C:33]3[N:34]=[CH:35][N:36]=[C:37]([N:39]4[C:12](=[O:13])[C:11]([N:17]5[CH:21]=[CH:20][N:19]=[N:18]5)=[CH:10][NH:40]4)[CH:38]=3)[CH2:31][CH2:32]2)[CH2:24][CH2:25][CH2:26]1. Reactant: FC(F)(F)C(O)=O.CN(C)[CH:10]=[C:11]([N:17]1[CH:21]=[CH:20][N:19]=[N:18]1)[C:12](OCC)=[O:13].[CH:23]1([N:27]2[CH2:32][CH2:31][N:30]([C:33]3[CH:38]=[C:37]([NH:39][NH2:40])[N:36]=[CH:35][N:34]=3)[CH2:29][CH2:28]2)[CH2:26][CH2:25][CH2:24]1. The catalyst class is: 13. (2) Product: [C:25]1([CH2:24][CH2:23][CH2:22][CH2:21][CH2:20][O:29][C:30](=[O:31])[NH:10][C@H:9]2[CH2:8][NH:7][C:6]2=[O:5])[CH:26]=[CH:27][CH:28]=[CH:2][CH:1]=1. Reactant: [C:1]([O-])(=O)[CH3:2].[O:5]=[C:6]1[C@@H:9]([NH3+:10])[CH2:8][NH:7]1.CCN(C(C)C)C(C)C.[CH2:20]([O:29][C:30](N1C=CC=CC1=O)=[O:31])[CH2:21][CH2:22][CH2:23][CH2:24][CH2:25][CH2:26][CH2:27][CH3:28].CCOCC. The catalyst class is: 2.